From a dataset of Catalyst prediction with 721,799 reactions and 888 catalyst types from USPTO. Predict which catalyst facilitates the given reaction. (1) Reactant: [C:1]([C:3]1[CH:4]=[C:5]([C:13]2[O:17][N:16]=[C:15]([C:18]3[CH:19]=[C:20]4[C:24](=[CH:25][CH:26]=3)[N:23](C(OC(C)(C)C)=O)[CH:22]=[CH:21]4)[N:14]=2)[CH:6]=[CH:7][C:8]=1[O:9][CH:10]([CH3:12])[CH3:11])#[N:2].O1CCOCC1.Cl.Cl.O1CCOCC1. Product: [NH:23]1[C:24]2[C:20](=[CH:19][C:18]([C:15]3[N:14]=[C:13]([C:5]4[CH:6]=[CH:7][C:8]([O:9][CH:10]([CH3:12])[CH3:11])=[C:3]([CH:4]=4)[C:1]#[N:2])[O:17][N:16]=3)=[CH:26][CH:25]=2)[CH:21]=[CH:22]1. The catalyst class is: 25. (2) Reactant: [C:1]([O-:4])(=O)[CH3:2].[Ca+2].C([O-])(=O)C.[C:10]1([CH3:16])[CH:15]=[CH:14][CH:13]=[CH:12][CH:11]=1.[OH-].[Na+].Cl.[C:20]([O:23][CH2:24][CH3:25])(=[O:22])[CH3:21]. Product: [CH2:24]([O:23][C:20](=[O:22])[CH2:21][C:12]1[CH:13]=[CH:14][CH:15]=[C:10]([CH2:16][C:1](=[O:4])[CH3:2])[CH:11]=1)[CH3:25]. The catalyst class is: 6. (3) Reactant: [CH2:1]([N:6]1[C:10]2=[N:11][CH:12]=[CH:13][CH:14]=[C:9]2[CH:8]=[CH:7]1)[CH2:2][CH2:3][CH2:4][CH3:5].BrN1C(=[O:21])CCC1=O.[OH2:23]. Product: [CH2:1]([N:6]1[C:10]2=[N:11][CH:12]=[CH:13][CH:14]=[C:9]2[C:8](=[O:23])[C:7]1=[O:21])[CH2:2][CH2:3][CH2:4][CH3:5]. The catalyst class is: 16. (4) Reactant: [OH:1][Si:2]([CH3:13])([CH3:12])[C:3]1[CH:11]=[CH:10][C:6]([C:7]([OH:9])=O)=[CH:5][CH:4]=1.C(Cl)CCl.C1C=CC2N(O)N=NC=2C=1.CC([N:32]([C:36]1[CH:41]=[CH:40][C:39]([C:42]2[S:43][CH:44]=[CH:45][CH:46]=2)=[CH:38][C:37]=1[NH2:47])C(=O)[O-])(C)C.C(O)(C(F)(F)F)=O.C([O-])(O)=O.[Na+]. The catalyst class is: 3. Product: [NH2:32][C:36]1[CH:41]=[CH:40][C:39]([C:42]2[S:43][CH:44]=[CH:45][CH:46]=2)=[CH:38][C:37]=1[NH:47][C:7](=[O:9])[C:6]1[CH:5]=[CH:4][C:3]([Si:2]([OH:1])([CH3:13])[CH3:12])=[CH:11][CH:10]=1. (5) Reactant: CN(C=O)C.[C:6]([O:10][C:11](=[O:35])[CH2:12][CH2:13][N:14]([C:28]([O:30][C:31]([CH3:34])([CH3:33])[CH3:32])=[O:29])[CH2:15][C:16]([N:18]1[C:26]2[C:21](=[CH:22][C:23]([OH:27])=[CH:24][CH:25]=2)[CH2:20][CH2:19]1)=[O:17])([CH3:9])([CH3:8])[CH3:7].Cl[CH2:37][C:38]1[CH:43]=[CH:42][C:41]([CH2:44][CH:45]([CH3:47])[CH3:46])=[C:40]([O:48][CH3:49])[CH:39]=1.C(=O)([O-])[O-].[K+].[K+]. Product: [C:6]([O:10][C:11](=[O:35])[CH2:12][CH2:13][N:14]([C:28]([O:30][C:31]([CH3:34])([CH3:33])[CH3:32])=[O:29])[CH2:15][C:16]([N:18]1[C:26]2[C:21](=[CH:22][C:23]([O:27][CH2:37][C:38]3[CH:43]=[CH:42][C:41]([CH2:44][CH:45]([CH3:46])[CH3:47])=[C:40]([O:48][CH3:49])[CH:39]=3)=[CH:24][CH:25]=2)[CH2:20][CH2:19]1)=[O:17])([CH3:9])([CH3:8])[CH3:7]. The catalyst class is: 6. (6) Reactant: [F:1][C:2]1[CH:3]=[C:4]([CH:8]=[CH:9][N:10]=1)[C:5]([OH:7])=[O:6].[CH2:11](N(CC)CC)[CH3:12].ClC(OCC)=O. Product: [F:1][C:2]1[CH:3]=[C:4]([CH:8]=[CH:9][N:10]=1)[C:5]([O:7][CH2:11][CH3:12])=[O:6]. The catalyst class is: 4. (7) Reactant: C1(P(C2C=CC=CC=2)C2C=CC=CC=2)C=CC=CC=1.N1C=CN=C1.[I:25]I.[F:27][C:28]([F:40])([F:39])[CH:29]([C:33]1[CH:38]=[CH:37][CH:36]=[CH:35][CH:34]=1)[CH2:30][CH2:31]O. Product: [I:25][CH2:31][CH2:30][CH:29]([C:33]1[CH:38]=[CH:37][CH:36]=[CH:35][CH:34]=1)[C:28]([F:40])([F:39])[F:27]. The catalyst class is: 4. (8) Reactant: [I:1][C:2]1[CH:3]=[C:4]2[C:15]([C:16]([NH:18][CH3:19])=[O:17])=[C:14]([C:20]3[CH:25]=[CH:24][C:23]([CH3:26])=[CH:22][CH:21]=3)[O:13][C:5]2=[N:6][C:7]=1[NH:8][S:9]([CH3:12])(=[O:11])=[O:10].[CH2:27]([C@H:34]1[CH2:38][O:37][C:36](=[O:39])[N:35]1[C:40](=[O:47])[C@@H:41]([CH3:46])[CH2:42][CH2:43][CH2:44]Br)[C:28]1[CH:33]=[CH:32][CH:31]=[CH:30][CH:29]=1.C(=O)([O-])[O-].[Cs+].[Cs+].[Na+].[I-].Cl. Product: [CH2:27]([C@H:34]1[CH2:38][O:37][C:36](=[O:39])[N:35]1[C:40](=[O:47])[C@@H:41]([CH3:46])[CH2:42][CH2:43][CH2:44][N:8]([C:7]1[N:6]=[C:5]2[O:13][C:14]([C:20]3[CH:21]=[CH:22][C:23]([CH3:26])=[CH:24][CH:25]=3)=[C:15]([C:16]([NH:18][CH3:19])=[O:17])[C:4]2=[CH:3][C:2]=1[I:1])[S:9]([CH3:12])(=[O:10])=[O:11])[C:28]1[CH:29]=[CH:30][CH:31]=[CH:32][CH:33]=1. The catalyst class is: 44. (9) Reactant: Cl.[NH:2]1[CH2:7][CH2:6][CH2:5][CH:4]([C:8]([N:10]2[CH2:15][CH2:14][N:13]([C:16]3[CH:21]=[CH:20][CH:19]=[C:18]([C:22]([F:25])([F:24])[F:23])[CH:17]=3)[CH2:12][CH2:11]2)=[O:9])[CH2:3]1.C(=O)([O-])[O-].[K+].[K+].[CH2:32](Br)[CH3:33]. Product: [CH2:32]([N:2]1[CH2:7][CH2:6][CH2:5][CH:4]([C:8]([N:10]2[CH2:15][CH2:14][N:13]([C:16]3[CH:21]=[CH:20][CH:19]=[C:18]([C:22]([F:25])([F:23])[F:24])[CH:17]=3)[CH2:12][CH2:11]2)=[O:9])[CH2:3]1)[CH3:33]. The catalyst class is: 9. (10) Product: [Cl:1][C:2]1[CH:9]=[CH:8][C:5]([CH:6]=[N:11][OH:12])=[CH:4][CH:3]=1. Reactant: [Cl:1][C:2]1[CH:9]=[CH:8][C:5]([CH:6]=O)=[CH:4][CH:3]=1.Cl.[NH2:11][OH:12].CO.[OH-].[Na+]. The catalyst class is: 6.